Dataset: Peptide-MHC class II binding affinity with 134,281 pairs from IEDB. Task: Regression. Given a peptide amino acid sequence and an MHC pseudo amino acid sequence, predict their binding affinity value. This is MHC class II binding data. (1) The peptide sequence is ANATVYMIDSVLMPP. The MHC is DRB1_0901 with pseudo-sequence DRB1_0901. The binding affinity (normalized) is 0.430. (2) The peptide sequence is AVFEAALTKAITAMS. The MHC is HLA-DPA10201-DPB11401 with pseudo-sequence HLA-DPA10201-DPB11401. The binding affinity (normalized) is 0.301. (3) The peptide sequence is SQDLELIWNLNGLQAY. The MHC is HLA-DQA10101-DQB10501 with pseudo-sequence HLA-DQA10101-DQB10501. The binding affinity (normalized) is 0.611. (4) The peptide sequence is ARILRQLATPISVII. The MHC is DRB1_0802 with pseudo-sequence DRB1_0802. The binding affinity (normalized) is 0.149. (5) The peptide sequence is KNPTDTGHGTVVMQV. The MHC is DRB3_0301 with pseudo-sequence DRB3_0301. The binding affinity (normalized) is 0. (6) The peptide sequence is TDAATLAQEAGNFER. The MHC is HLA-DQA10301-DQB10302 with pseudo-sequence HLA-DQA10301-DQB10302. The binding affinity (normalized) is 0.451. (7) The peptide sequence is IQKDALKSPAAMKAL. The MHC is H-2-IAd with pseudo-sequence H-2-IAd. The binding affinity (normalized) is 0.705.